From a dataset of Reaction yield outcomes from USPTO patents with 853,638 reactions. Predict the reaction yield, written as a fraction of the theoretical maximum amount of product (1.0 means a 100% yield; for example, 0.34 means a 34% yield). (1) The reactants are [BH4-].[Na+].[CH3:3][O:4][C:5](=[O:28])[C:6]1[CH:11]=[CH:10][C:9]([O:12][CH2:13][C:14]2[C:15]([C:21]3[CH:26]=[CH:25][C:24]([Cl:27])=[CH:23][CH:22]=3)=[N:16][O:17][C:18]=2[CH:19]=[O:20])=[N:8][CH:7]=1.C(O)(=O)CC(CC(O)=O)(C(O)=O)O. The catalyst is CO. The product is [CH3:3][O:4][C:5](=[O:28])[C:6]1[CH:11]=[CH:10][C:9]([O:12][CH2:13][C:14]2[C:15]([C:21]3[CH:22]=[CH:23][C:24]([Cl:27])=[CH:25][CH:26]=3)=[N:16][O:17][C:18]=2[CH2:19][OH:20])=[N:8][CH:7]=1. The yield is 0.910. (2) The reactants are Cl[C:2]1[C:7]2[CH2:8][CH2:9][CH2:10][C:6]=2[N:5]=[C:4]([NH2:11])[N:3]=1.[O-:12][CH2:13][CH3:14].[Na+]. The catalyst is C1(C)C(C)=CC=CC=1.C(O)C. The product is [CH2:13]([O:12][C:2]1[C:7]2[CH2:8][CH2:9][CH2:10][C:6]=2[N:5]=[C:4]([NH2:11])[N:3]=1)[CH3:14]. The yield is 0.980. (3) The reactants are Br[C:2]1[CH:7]=[C:6]([C:8]2[C:17]3[C:12](=[CH:13][C:14]([O:20][CH3:21])=[C:15]([O:18][CH3:19])[CH:16]=3)[CH:11]=[C:10]([C:22]([O:24][CH3:25])=[O:23])[C:9]=2[C:26]([O:28][CH3:29])=[O:27])[CH:5]=[CH:4][N:3]=1.F[B-](F)(F)F.C([PH+](C(C)(C)C)C(C)(C)C)(C)(C)C.[Si:48]([O:55][C@@H:56]1[C:65]2[C:60](=[CH:61][CH:62]=[CH:63][CH:64]=2)[NH:59][CH2:58][CH2:57]1)([C:51]([CH3:54])([CH3:53])[CH3:52])([CH3:50])[CH3:49].CC(C)([O-])C.[Na+].[Cl-].[NH4+]. The catalyst is C1(C)C=CC=CC=1.C([O-])(=O)C.[Pd+2].C([O-])(=O)C.C(OCC)(=O)C.O. The product is [Si:48]([O:55][C@@H:56]1[C:65]2[C:60](=[CH:61][CH:62]=[CH:63][CH:64]=2)[N:59]([C:2]2[CH:7]=[C:6]([C:8]3[C:17]4[C:12](=[CH:13][C:14]([O:20][CH3:21])=[C:15]([O:18][CH3:19])[CH:16]=4)[CH:11]=[C:10]([C:22]([O:24][CH3:25])=[O:23])[C:9]=3[C:26]([O:28][CH3:29])=[O:27])[CH:5]=[CH:4][N:3]=2)[CH2:58][CH2:57]1)([C:51]([CH3:54])([CH3:53])[CH3:52])([CH3:50])[CH3:49]. The yield is 0.800. (4) The reactants are [Cl-].O[NH3+:3].[C:4](=[O:7])([O-])[OH:5].[Na+].CS(C)=O.[CH2:13]([C:17]1[N:18]=[C:19]([CH3:46])[N:20]([C:39]2[CH:44]=[CH:43][CH:42]=[CH:41][C:40]=2[CH3:45])[C:21](=[O:38])[C:22]=1[CH2:23][C:24]1[CH:29]=[CH:28][C:27]([C:30]2[C:31]([C:36]#[N:37])=[CH:32][CH:33]=[CH:34][CH:35]=2)=[CH:26][CH:25]=1)[CH2:14][CH2:15][CH3:16]. The catalyst is O.C(OCC)(=O)C. The product is [CH2:13]([C:17]1[N:18]=[C:19]([CH3:46])[N:20]([C:39]2[CH:44]=[CH:43][CH:42]=[CH:41][C:40]=2[CH3:45])[C:21](=[O:38])[C:22]=1[CH2:23][C:24]1[CH:29]=[CH:28][C:27]([C:30]2[CH:35]=[CH:34][CH:33]=[CH:32][C:31]=2[C:36]2[NH:3][C:4](=[O:7])[O:5][N:37]=2)=[CH:26][CH:25]=1)[CH2:14][CH2:15][CH3:16]. The yield is 0.420. (5) The reactants are [CH3:1][C:2]1[O:3][C:4]2[CH:10]=[C:9](B3OC(C)(C)C(C)(C)O3)[CH:8]=[CH:7][C:5]=2[N:6]=1.[Cl:20][C:21]1[N:22]=[C:23]([Cl:39])[C:24]2[C:29](I)=[CH:28][N:27]([CH2:31][O:32][CH2:33][CH2:34][Si:35]([CH3:38])([CH3:37])[CH3:36])[C:25]=2[N:26]=1.C(=O)([O-])[O-].[Na+].[Na+].ClCCl. The catalyst is O.O1CCOCC1. The product is [Cl:20][C:21]1[N:22]=[C:23]([Cl:39])[C:24]2[C:29]([C:9]3[CH:8]=[CH:7][C:5]4[N:6]=[C:2]([CH3:1])[O:3][C:4]=4[CH:10]=3)=[CH:28][N:27]([CH2:31][O:32][CH2:33][CH2:34][Si:35]([CH3:37])([CH3:36])[CH3:38])[C:25]=2[N:26]=1. The yield is 0.580.